The task is: Regression. Given a peptide amino acid sequence and an MHC pseudo amino acid sequence, predict their binding affinity value. This is MHC class I binding data.. This data is from Peptide-MHC class I binding affinity with 185,985 pairs from IEDB/IMGT. The peptide sequence is KVHEGYEEF. The MHC is HLA-A26:01 with pseudo-sequence HLA-A26:01. The binding affinity (normalized) is 0.